From a dataset of CYP2C19 inhibition data for predicting drug metabolism from PubChem BioAssay. Regression/Classification. Given a drug SMILES string, predict its absorption, distribution, metabolism, or excretion properties. Task type varies by dataset: regression for continuous measurements (e.g., permeability, clearance, half-life) or binary classification for categorical outcomes (e.g., BBB penetration, CYP inhibition). Dataset: cyp2c19_veith. The molecule is CC(=O)Nc1ccc(NC(=O)CSc2nnc(-c3ccccc3)n2Cc2ccc3c(c2)OCO3)cc1. The result is 1 (inhibitor).